Dataset: Forward reaction prediction with 1.9M reactions from USPTO patents (1976-2016). Task: Predict the product of the given reaction. Given the reactants [C:1]([O:5][C:6]([N:8]1[CH2:13][CH:12]([CH2:14][C:15]2[CH:20]=[CH:19][CH:18]=[CH:17][CH:16]=2)[C:11](=O)[CH2:10][CH:9]1[CH2:22][CH3:23])=[O:7])([CH3:4])([CH3:3])[CH3:2].[F:24][C:25]([F:39])([F:38])[C:26]1[CH:27]=[C:28]([CH:31]=[C:32]([C:34]([F:37])([F:36])[F:35])[CH:33]=1)[CH2:29][NH2:30].[BH4-].[Na+], predict the reaction product. The product is: [C:1]([O:5][C:6]([N:8]1[CH2:13][CH:12]([CH2:14][C:15]2[CH:20]=[CH:19][CH:18]=[CH:17][CH:16]=2)[CH:11]([NH:30][CH2:29][C:28]2[CH:31]=[C:32]([C:34]([F:35])([F:36])[F:37])[CH:33]=[C:26]([C:25]([F:24])([F:38])[F:39])[CH:27]=2)[CH2:10][CH:9]1[CH2:22][CH3:23])=[O:7])([CH3:4])([CH3:3])[CH3:2].